From a dataset of NCI-60 drug combinations with 297,098 pairs across 59 cell lines. Regression. Given two drug SMILES strings and cell line genomic features, predict the synergy score measuring deviation from expected non-interaction effect. (1) Drug 1: C1CCN(CC1)CCOC2=CC=C(C=C2)C(=O)C3=C(SC4=C3C=CC(=C4)O)C5=CC=C(C=C5)O. Drug 2: C1CNP(=O)(OC1)N(CCCl)CCCl. Cell line: EKVX. Synergy scores: CSS=-3.95, Synergy_ZIP=-1.03, Synergy_Bliss=-6.19, Synergy_Loewe=-6.48, Synergy_HSA=-6.53. (2) Drug 1: COC1=CC(=CC(=C1O)OC)C2C3C(COC3=O)C(C4=CC5=C(C=C24)OCO5)OC6C(C(C7C(O6)COC(O7)C8=CC=CS8)O)O. Drug 2: CCCCCOC(=O)NC1=NC(=O)N(C=C1F)C2C(C(C(O2)C)O)O. Cell line: MOLT-4. Synergy scores: CSS=89.8, Synergy_ZIP=13.9, Synergy_Bliss=13.6, Synergy_Loewe=-13.2, Synergy_HSA=14.0. (3) Drug 1: COC1=C(C=C2C(=C1)N=CN=C2NC3=CC(=C(C=C3)F)Cl)OCCCN4CCOCC4. Drug 2: CC(C)NC(=O)C1=CC=C(C=C1)CNNC.Cl. Cell line: HOP-92. Synergy scores: CSS=21.2, Synergy_ZIP=-0.393, Synergy_Bliss=-0.949, Synergy_Loewe=-9.19, Synergy_HSA=1.06.